This data is from Peptide-MHC class I binding affinity with 185,985 pairs from IEDB/IMGT. The task is: Regression. Given a peptide amino acid sequence and an MHC pseudo amino acid sequence, predict their binding affinity value. This is MHC class I binding data. (1) The MHC is HLA-B58:01 with pseudo-sequence HLA-B58:01. The peptide sequence is KIKNRIERL. The binding affinity (normalized) is 0.0847. (2) The peptide sequence is RVRQAWDTL. The MHC is HLA-B15:17 with pseudo-sequence HLA-B15:17. The binding affinity (normalized) is 0.808. (3) The peptide sequence is IAARILSEK. The MHC is HLA-A33:01 with pseudo-sequence HLA-A33:01. The binding affinity (normalized) is 0.215. (4) The peptide sequence is LISLNSMYT. The MHC is HLA-A02:01 with pseudo-sequence HLA-A02:01. The binding affinity (normalized) is 0.420.